Dataset: Catalyst prediction with 721,799 reactions and 888 catalyst types from USPTO. Task: Predict which catalyst facilitates the given reaction. (1) Reactant: [NH2:1][C:2]1[CH:6]=[C:5]([C:7]2[CH:12]=[CH:11][N:10]=[CH:9][CH:8]=2)[S:4][C:3]=1[C:13]([NH2:15])=[O:14].[CH3:16][CH2:17][C:18](=O)[CH2:19][CH2:20][CH3:21].O.C1(C)C=CC(S(O)(=O)=O)=CC=1.C(=O)([O-])O.[Na+]. Product: [CH2:17]([C:18]1([CH2:19][CH2:20][CH3:21])[NH:1][C:2]2[CH:6]=[C:5]([C:7]3[CH:8]=[CH:9][N:10]=[CH:11][CH:12]=3)[S:4][C:3]=2[C:13](=[O:14])[NH:15]1)[CH3:16]. The catalyst class is: 15. (2) Product: [C:1]([C:4]1[CH:5]=[CH:6][C:7]([CH:13]([CH:15]2[CH2:18][N:17]([C:19]([O:21][C:22]([CH3:23])([CH3:25])[CH3:24])=[O:20])[CH2:16]2)[CH3:14])=[C:8]2[C:12]=1[NH:11][CH:10]=[CH:9]2)(=[O:3])[NH2:2]. Reactant: [C:1]([C:4]1[CH:5]=[CH:6][C:7]([C:13]([CH:15]2[CH2:18][N:17]([C:19]([O:21][C:22]([CH3:25])([CH3:24])[CH3:23])=[O:20])[CH2:16]2)=[CH2:14])=[C:8]2[C:12]=1[NH:11][CH:10]=[CH:9]2)(=[O:3])[NH2:2].C(C1C=CC(C(=C2CN(C(OC(C)(C)C)=O)C2)C)=C2C=1NC=C2)(=O)N.[H][H]. The catalyst class is: 582. (3) Reactant: CC(C)([O-])C.[K+].[Br:7][C:8]1[N:9]=[C:10]([C:15]#[C:16][Si](C)(C)C)[C:11]([NH2:14])=[N:12][CH:13]=1. Product: [Br:7][C:8]1[N:9]=[C:10]2[CH:15]=[CH:16][NH:14][C:11]2=[N:12][CH:13]=1. The catalyst class is: 56. (4) Reactant: I[C:2]1[N:9]2[C:5]([S:6][C:7]([C:10]3[CH:11]=[N:12][CH:13]=[CH:14][C:15]=3[CH3:16])=[N:8]2)=[N:4][CH:3]=1.CC1(C)C(C)(C)OB([C:25]2[CH:26]=[C:27]([C:32]([F:35])([F:34])[F:33])[C:28]([NH2:31])=[N:29][CH:30]=2)O1.C([O-])([O-])=O.[K+].[K+].C(Cl)Cl. Product: [CH3:16][C:15]1[CH:14]=[CH:13][N:12]=[CH:11][C:10]=1[C:7]1[S:6][C:5]2=[N:4][CH:3]=[C:2]([C:25]3[CH:26]=[C:27]([C:32]([F:35])([F:34])[F:33])[C:28]([NH2:31])=[N:29][CH:30]=3)[N:9]2[N:8]=1. The catalyst class is: 628. (5) The catalyst class is: 3. Product: [Cl:1][C:2]1[N:3]=[C:4]([NH:13][CH:14]([CH2:17][OH:18])[CH2:15][OH:16])[C:5]2[S:10][CH:9]=[C:8]([CH3:11])[C:6]=2[N:7]=1. Reactant: [Cl:1][C:2]1[N:3]=[C:4](Cl)[C:5]2[S:10][CH:9]=[C:8]([CH3:11])[C:6]=2[N:7]=1.[NH2:13][CH:14]([CH2:17][OH:18])[CH2:15][OH:16]. (6) Reactant: [F:1][C:2]1[CH:16]=[CH:15][C:5]([CH2:6][N:7]2[CH2:12][C@@H:11]([CH3:13])[NH:10][CH2:9][C@@H:8]2[CH3:14])=[CH:4][CH:3]=1.CN(C)C.[Cl:21][C:22]1[CH:32]=[CH:31][C:25](/[CH:26]=[CH:27]/[C:28](Cl)=[O:29])=[CH:24][CH:23]=1. Product: [Cl:21][C:22]1[CH:23]=[CH:24][C:25](/[CH:26]=[CH:27]/[C:28]([N:10]2[CH2:9][C@@H:8]([CH3:14])[N:7]([CH2:6][C:5]3[CH:15]=[CH:16][C:2]([F:1])=[CH:3][CH:4]=3)[CH2:12][C@@H:11]2[CH3:13])=[O:29])=[CH:31][CH:32]=1. The catalyst class is: 22. (7) Reactant: [Br:1][C:2]1[C:3]([S:11][C:12]([CH3:15])([CH3:14])[CH3:13])=[C:4]([CH:7]=[C:8]([F:10])[CH:9]=1)[CH:5]=O.Cl.[NH2:17][OH:18]. Product: [Br:1][C:2]1[C:3]([S:11][C:12]([CH3:15])([CH3:14])[CH3:13])=[C:4]([CH:7]=[C:8]([F:10])[CH:9]=1)[CH:5]=[N:17][OH:18]. The catalyst class is: 252. (8) Reactant: C1CCN2C(=NCCC2)CC1.Cl.[NH2:13][CH2:14][C:15]1[N:16]([CH2:29][CH:30]([CH3:32])[CH3:31])[C:17]2[C:26]3[CH:25]=[CH:24][CH:23]=[CH:22][C:21]=3[N:20]=[C:19]([NH2:27])[C:18]=2[N:28]=1.Cl[CH2:34][CH2:35][CH2:36][S:37](Cl)(=[O:39])=[O:38]. Product: [O:38]=[S:37]1(=[O:39])[CH2:36][CH2:35][CH2:34][N:13]1[CH2:14][C:15]1[N:16]([CH2:29][CH:30]([CH3:32])[CH3:31])[C:17]2[C:26]3[CH:25]=[CH:24][CH:23]=[CH:22][C:21]=3[N:20]=[C:19]([NH2:27])[C:18]=2[N:28]=1. The catalyst class is: 22. (9) Reactant: [Li]CCCC.[CH2:6]([C:8]1[O:9][CH:10]=[CH:11][CH:12]=1)[CH3:7].[CH2:13]1[O:15][CH2:14]1.[NH4+].[Cl-]. Product: [CH2:6]([C:8]1[O:9][C:10]([CH2:13][CH2:14][OH:15])=[CH:11][CH:12]=1)[CH3:7]. The catalyst class is: 1.